Task: Predict which catalyst facilitates the given reaction.. Dataset: Catalyst prediction with 721,799 reactions and 888 catalyst types from USPTO (1) Reactant: [NH2:1][C:2]1[N:10]=[C:9]([Cl:11])[CH:8]=[CH:7][C:3]=1[C:4](O)=[O:5].C1C=CC2N(O)N=[N:18]C=2C=1.CCN=C=NCCCN(C)C.C(N(CC)CC)C.[NH4+].[Cl-]. Product: [NH2:1][C:2]1[N:10]=[C:9]([Cl:11])[CH:8]=[CH:7][C:3]=1[C:4]([NH2:18])=[O:5]. The catalyst class is: 3. (2) Reactant: [NH:1]1[C:9]2[C:4](=[CH:5][CH:6]=[C:7]([C:10]([O:12][CH3:13])=[O:11])[CH:8]=2)[CH:3]=[CH:2]1.Br[CH2:15][CH2:16][CH2:17][O:18][CH3:19].[I-].[K+].C(OCC)(=O)C. Product: [CH3:19][O:18][CH2:17][CH2:16][CH2:15][N:1]1[C:9]2[C:4](=[CH:5][CH:6]=[C:7]([C:10]([O:12][CH3:13])=[O:11])[CH:8]=2)[CH:3]=[CH:2]1. The catalyst class is: 35. (3) Reactant: [N+:1]([C:4]1[CH:19]=[CH:18][C:7]([CH2:8][CH:9]([C:14](OC)=[O:15])[C:10](OC)=[O:11])=[CH:6][CH:5]=1)([O-:3])=[O:2].CO. Product: [N+:1]([C:4]1[CH:5]=[CH:6][C:7]([CH2:8][CH:9]([CH2:10][OH:11])[CH2:14][OH:15])=[CH:18][CH:19]=1)([O-:3])=[O:2]. The catalyst class is: 334. (4) Reactant: [OH:1][C@@H:2]([CH2:20][CH2:21][CH2:22][CH2:23][CH3:24])[CH2:3][CH2:4][C@@H:5]1[C@H:9]2[CH2:10][C:11]3[CH:12]=[CH:13][CH:14]=[C:15]([OH:18])[C:16]=3[CH2:17][C@H:8]2[CH2:7][C@H:6]1[OH:19].C([O-])([O-])=O.[K+].[K+].Cl[CH2:32][C:33]#[N:34]. Product: [OH:19][C@H:6]1[C@H:5]([CH2:4][CH2:3][C@@H:2]([OH:1])[CH2:20][CH2:21][CH2:22][CH2:23][CH3:24])[C@H:9]2[CH2:10][C:11]3[C:16]([CH2:17][C@H:8]2[CH2:7]1)=[C:15]([O:18][CH2:32][C:33]#[N:34])[CH:14]=[CH:13][CH:12]=3. The catalyst class is: 21. (5) Reactant: [C:1]1([C:29]2[CH:34]=[CH:33][CH:32]=[CH:31][CH:30]=2)[CH:6]=[CH:5][C:4]([NH:7][C:8](=[O:28])[CH2:9][C:10]([N:12]2[CH2:17][CH2:16][CH:15]([O:18][C:19]3[CH:24]=[CH:23][CH:22]=[CH:21][C:20]=3[N+:25]([O-])=O)[CH2:14][CH2:13]2)=[O:11])=[CH:3][CH:2]=1. Product: [NH2:25][C:20]1[CH:21]=[CH:22][CH:23]=[CH:24][C:19]=1[O:18][CH:15]1[CH2:16][CH2:17][N:12]([C:10](=[O:11])[CH2:9][C:8]([NH:7][C:4]2[CH:5]=[CH:6][C:1]([C:29]3[CH:30]=[CH:31][CH:32]=[CH:33][CH:34]=3)=[CH:2][CH:3]=2)=[O:28])[CH2:13][CH2:14]1. The catalyst class is: 19.